From a dataset of Forward reaction prediction with 1.9M reactions from USPTO patents (1976-2016). Predict the product of the given reaction. (1) Given the reactants Cl[C:2]1[C:3]([NH2:9])=[N:4][CH:5]=[N:6][C:7]=1Cl.[O:10]([C:17]1[CH:22]=[CH:21][C:20](B(O)O)=[CH:19][CH:18]=1)[C:11]1[CH:16]=[CH:15][CH:14]=[CH:13][CH:12]=1.[NH2:26][CH2:27][C@@H:28]1[CH2:33][CH2:32][N:31]([C:34]([O:36]C(C)(C)C)=O)[CH2:30][C@H:29]1[OH:41].[CH3:42][N:43]([CH3:49])[CH2:44][CH2:45]C(O)=O, predict the reaction product. The product is: [NH2:9][C:3]1[N:4]=[CH:5][N:6]=[C:7]([NH:26][CH2:27][C@@H:28]2[CH2:33][CH2:32][N:31]([C:34](=[O:36])[CH2:45][CH2:44][N:43]([CH3:49])[CH3:42])[CH2:30][C@H:29]2[OH:41])[C:2]=1[C:20]1[CH:21]=[CH:22][C:17]([O:10][C:11]2[CH:16]=[CH:15][CH:14]=[CH:13][CH:12]=2)=[CH:18][CH:19]=1. (2) Given the reactants [N:1]1[CH:6]=[CH:5][C:4]([NH2:7])=[CH:3][N:2]=1.C(Cl)CCl.C1C=CC2N(O)N=NC=2C=1.C(N(C(C)C)CC)(C)C.[F:31][C:32]1[CH:37]=[CH:36][C:35]([CH2:38][O:39][C:40]2[CH:48]=[CH:47][C:46]([C:49]([F:52])([F:51])[F:50])=[CH:45][C:41]=2[C:42](O)=[O:43])=[CH:34][CH:33]=1, predict the reaction product. The product is: [F:31][C:32]1[CH:37]=[CH:36][C:35]([CH2:38][O:39][C:40]2[CH:48]=[CH:47][C:46]([C:49]([F:50])([F:51])[F:52])=[CH:45][C:41]=2[C:42]([NH:7][C:4]2[CH:5]=[CH:6][N:1]=[N:2][CH:3]=2)=[O:43])=[CH:34][CH:33]=1. (3) Given the reactants C([O:8][C:9]1[C:14]([CH2:15][N:16]2[CH2:25][CH2:24][C:23]3[C:18](=[C:19]([Cl:30])[C:20]([O:26][CH:27]([F:29])[F:28])=[CH:21][CH:22]=3)[C:17]2=[O:31])=[C:13]([CH3:32])[CH:12]=[C:11]([CH3:33])[N:10]=1)C1C=CC=CC=1.C(O)(C(F)(F)F)=O, predict the reaction product. The product is: [Cl:30][C:19]1[C:20]([O:26][CH:27]([F:29])[F:28])=[CH:21][CH:22]=[C:23]2[C:18]=1[C:17](=[O:31])[N:16]([CH2:15][C:14]1[C:9](=[O:8])[NH:10][C:11]([CH3:33])=[CH:12][C:13]=1[CH3:32])[CH2:25][CH2:24]2. (4) Given the reactants Cl.[F:2][C:3]1[CH:24]=[CH:23][CH:22]=[CH:21][C:4]=1[CH2:5][C:6]1([CH2:19][OH:20])[CH2:11][CH2:10][CH2:9][N:8](C(OC(C)(C)C)=O)[CH2:7]1, predict the reaction product. The product is: [F:2][C:3]1[CH:24]=[CH:23][CH:22]=[CH:21][C:4]=1[CH2:5][C:6]1([CH2:19][OH:20])[CH2:11][CH2:10][CH2:9][NH:8][CH2:7]1. (5) Given the reactants [CH:1]1([N:4]([CH:25]2[CH2:27][CH2:26]2)[C:5]([C:7]2[N:22]([CH2:23][CH3:24])[C:10]3=[N:11][C:12]([N:19]=[C:20]=S)=[C:13]4[N:17]=[CH:16][N:15]([CH3:18])[C:14]4=[C:9]3[CH:8]=2)=[O:6])[CH2:3][CH2:2]1.[N:28]([CH2:31][C:32](=[O:34])[CH3:33])=[N+]=[N-].C1(P(C2C=CC=CC=2)C2C=CC=CC=2)C=CC=CC=1, predict the reaction product. The product is: [CH:1]1([N:4]([CH:25]2[CH2:27][CH2:26]2)[C:5]([C:7]2[N:22]([CH2:23][CH3:24])[C:10]3=[N:11][C:12]([NH:19][C:20]4[O:34][C:32]([CH3:33])=[CH:31][N:28]=4)=[C:13]4[N:17]=[CH:16][N:15]([CH3:18])[C:14]4=[C:9]3[CH:8]=2)=[O:6])[CH2:3][CH2:2]1. (6) Given the reactants [CH3:1][C:2]1[CH:3]=[C:4]([NH:17][C:18](=[O:24])[O:19][C:20]([CH3:23])([CH3:22])[CH3:21])[CH:5]=[C:6](B2OC(C)(C)C(C)(C)O2)[CH:7]=1.Cl[C:26]1[CH:31]=[CH:30][N:29]=[CH:28][C:27]=1[N+:32]([O-:34])=[O:33].C([O-])([O-])=O.[Na+].[Na+].O, predict the reaction product. The product is: [CH3:1][C:2]1[CH:3]=[C:4]([NH:17][C:18](=[O:24])[O:19][C:20]([CH3:22])([CH3:21])[CH3:23])[CH:5]=[C:6]([C:26]2[CH:31]=[CH:30][N:29]=[CH:28][C:27]=2[N+:32]([O-:34])=[O:33])[CH:7]=1.